Dataset: Forward reaction prediction with 1.9M reactions from USPTO patents (1976-2016). Task: Predict the product of the given reaction. (1) Given the reactants Br[C:2]1[CH:7]=[CH:6][CH:5]=[C:4]([CH:8]([F:15])[C:9]2[N:10]=[N:11][N:12]([CH3:14])[CH:13]=2)[N:3]=1.[NH2:16][C:17]1[S:18][C:19]([C:25]2[CH:30]=[CH:29][C:28]([C:31]([OH:34])([CH3:33])[CH3:32])=[CH:27][C:26]=2[F:35])=[CH:20][C:21]=1[C:22]([NH2:24])=[O:23], predict the reaction product. The product is: [F:35][C:26]1[CH:27]=[C:28]([C:31]([OH:34])([CH3:32])[CH3:33])[CH:29]=[CH:30][C:25]=1[C:19]1[S:18][C:17]([NH:16][C:2]2[CH:7]=[CH:6][CH:5]=[C:4]([CH:8]([F:15])[C:9]3[N:10]=[N:11][N:12]([CH3:14])[CH:13]=3)[N:3]=2)=[C:21]([C:22]([NH2:24])=[O:23])[CH:20]=1. (2) Given the reactants [NH2:1][C:2]1[CH:6]=[C:5]([C:7]2[CH:8]=[N:9][NH:10][C:11]=2[CH3:12])[S:4][C:3]=1[C:13]([NH2:15])=[O:14].[N:16]1[CH:21]=[CH:20][CH:19]=[CH:18][C:17]=1[N:22]1[CH2:27][CH2:26][C:25](=O)[CH2:24][CH2:23]1.CC1(C)C2(CS(O)(=O)=O)C(CC1CC2)=O.[O-]S([O-])(=O)=O.[Mg+2].C([O-])(O)=O.[Na+], predict the reaction product. The product is: [CH3:12][C:11]1[NH:10][N:9]=[CH:8][C:7]=1[C:5]1[S:4][C:3]2[C:13](=[O:14])[NH:15][C:25]3([CH2:24][CH2:23][N:22]([C:17]4[CH:18]=[CH:19][CH:20]=[CH:21][N:16]=4)[CH2:27][CH2:26]3)[NH:1][C:2]=2[CH:6]=1.